From a dataset of Experimentally validated miRNA-target interactions with 360,000+ pairs, plus equal number of negative samples. Binary Classification. Given a miRNA mature sequence and a target amino acid sequence, predict their likelihood of interaction. (1) The miRNA is hsa-miR-100-3p with sequence CAAGCUUGUAUCUAUAGGUAUG. The protein sequence of the target gene is MWKLGRGRVLLDEPPEEEDGLRGGPPPAAAAAAQAQVQGASFRGWKEVTSLFNKDDEQHLLERCKSPKSKGTNLRLKEELKAEKKSGFWDNLVLKQNIQSKKPDEIEGWEPPKLALEDISADPEDTVGGHPSWSGWEDDAKGSTKYTSLASSANSSRWSLRAAGRLVSIRRQSKGHLTDSPEEAE. Result: 0 (no interaction). (2) The miRNA is hsa-miR-4467 with sequence UGGCGGCGGUAGUUAUGGGCUU. The protein sequence of the target gene is MRVFQRSTCRMPVSRATVTILLGILFGFSITYYLTALKSLTNPIICGPEQQIGGFDYLDVISQRADADVFTRSQSLPGHRRGLILVAIMTAAKYVDTRAYNVWKTWAQHIPGRVLIFVAEGTESVHEDMPLIRLKGVDDTYPPQKKSFAMVKWLAENMADEYDWFLRADDDLYIRGEELALFLRSVDSSKAHIIGQAGLGNSAEYGLLALGSTDNYCMGGPGIVMSRDTLLKVSPHLESCLQHMLTSHEDVELGRCIRKHVGVACTWNYEMQKLFHNNQSAIKESYAKNMKELKDAITLH.... Result: 0 (no interaction).